This data is from Forward reaction prediction with 1.9M reactions from USPTO patents (1976-2016). The task is: Predict the product of the given reaction. (1) Given the reactants C(O[BH-](OC(=O)C)OC(=O)C)(=O)C.[Na+].Br.[Cl:16][C:17]1[CH:18]=[C:19]([CH:29]=[C:30]([Cl:32])[CH:31]=1)[O:20][C:21]1[C:22]([CH3:28])=[N:23][NH:24][C:25]=1[CH2:26][NH2:27].[C:33]([C:35]1[CH:42]=[CH:41][C:38]([CH:39]=O)=[CH:37][CH:36]=1)#[N:34], predict the reaction product. The product is: [Cl:16][C:17]1[CH:18]=[C:19]([CH:29]=[C:30]([Cl:32])[CH:31]=1)[O:20][C:21]1[C:22]([CH3:28])=[N:23][NH:24][C:25]=1[CH2:26][NH:27][CH2:39][C:38]1[CH:41]=[CH:42][C:35]([C:33]#[N:34])=[CH:36][CH:37]=1. (2) Given the reactants [N+]([O-])(O)=O.[Cl:5][C:6]1[CH:36]=[C:35]([Cl:37])[CH:34]=[CH:33][C:7]=1[O:8][CH2:9][CH2:10][S:11][C:12]1[CH:32]=[CH:31][C:15]([O:16][C:17]2[C:26]3[C:21](=[CH:22][C:23]([O:29][CH3:30])=[C:24]([O:27][CH3:28])[CH:25]=3)[N:20]=[CH:19][CH:18]=2)=[CH:14][CH:13]=1.C(=O)([O-])[OH:39].[Na+], predict the reaction product. The product is: [Cl:5][C:6]1[CH:36]=[C:35]([Cl:37])[CH:34]=[CH:33][C:7]=1[O:8][CH2:9][CH2:10][S:11]([C:12]1[CH:32]=[CH:31][C:15]([O:16][C:17]2[C:26]3[C:21](=[CH:22][C:23]([O:29][CH3:30])=[C:24]([O:27][CH3:28])[CH:25]=3)[N:20]=[CH:19][CH:18]=2)=[CH:14][CH:13]=1)=[O:39]. (3) Given the reactants [CH2:1]([O:3][C:4]1[CH:5]=[C:6]2[C:11](=[C:12]3[CH2:16][C:15]([CH3:18])([CH3:17])[O:14][C:13]=13)[C:10]([C:19]1[CH:20]=[C:21]([NH2:25])[CH:22]=[CH:23][CH:24]=1)=[N:9][C:8]([CH3:27])([CH3:26])[CH2:7]2)[CH3:2].[CH3:28][S:29](Cl)(=[O:31])=[O:30].C(=O)([O-])O.[Na+], predict the reaction product. The product is: [CH2:1]([O:3][C:4]1[CH:5]=[C:6]2[C:11](=[C:12]3[CH2:16][C:15]([CH3:18])([CH3:17])[O:14][C:13]=13)[C:10]([C:19]1[CH:20]=[C:21]([NH:25][S:29]([CH3:28])(=[O:31])=[O:30])[CH:22]=[CH:23][CH:24]=1)=[N:9][C:8]([CH3:26])([CH3:27])[CH2:7]2)[CH3:2]. (4) Given the reactants [CH2:1]([C:3]1[NH:4][C:5]2[C:10]([CH:11]=1)=[C:9]([C:12]([F:15])([F:14])[F:13])[C:8]([C:16]#[N:17])=[CH:7][CH:6]=2)[CH3:2].Cl[CH2:19][C:20]1[N:24]=[C:23]([C:25]2[CH:30]=[C:29]([F:31])[CH:28]=[C:27]([F:32])[CH:26]=2)[O:22][N:21]=1, predict the reaction product. The product is: [F:31][C:29]1[CH:30]=[C:25]([C:23]2[O:22][N:21]=[C:20]([CH2:19][N:4]3[C:5]4[C:10](=[C:9]([C:12]([F:15])([F:13])[F:14])[C:8]([C:16]#[N:17])=[CH:7][CH:6]=4)[CH:11]=[C:3]3[CH2:1][CH3:2])[N:24]=2)[CH:26]=[C:27]([F:32])[CH:28]=1. (5) Given the reactants [F:1][C:2]1[CH:7]=[CH:6][C:5]([C@H:8]2[CH2:13][CH2:12][CH2:11][C@@H:10]([CH:14]=[CH2:15])[NH:9]2)=[CH:4][CH:3]=1.C(NC(C)C)(C)C.C(Cl)(Cl)Cl.Cl.[C:28](Cl)(=[O:33])[CH2:29][CH2:30][CH:31]=[CH2:32], predict the reaction product. The product is: [F:1][C:2]1[CH:3]=[CH:4][C:5]([C@H:8]2[CH2:13][CH2:12][CH2:11][C@@H:10]([CH:14]=[CH2:15])[N:9]2[C:28](=[O:33])[CH2:29][CH2:30][CH:31]=[CH2:32])=[CH:6][CH:7]=1. (6) The product is: [C:7]1([N:13]([C:22]2[CH:27]=[CH:26][CH:25]=[CH:24][CH:23]=2)[C:14]2[CH:21]=[CH:20][C:17]([CH:18]=[CH2:1])=[CH:16][CH:15]=2)[CH:12]=[CH:11][CH:10]=[CH:9][CH:8]=1. Given the reactants [CH3:1]C(C)([O-])C.[K+].[C:7]1([N:13]([C:22]2[CH:27]=[CH:26][CH:25]=[CH:24][CH:23]=2)[C:14]2[CH:21]=[CH:20][C:17]([CH:18]=O)=[CH:16][CH:15]=2)[CH:12]=[CH:11][CH:10]=[CH:9][CH:8]=1, predict the reaction product. (7) Given the reactants [Br:1][C:2]1[C:7]([O:8][CH2:9][CH3:10])=[CH:6][CH:5]=[CH:4][N:3]=1.I[CH2:12]CC, predict the reaction product. The product is: [Br:1][C:2]1[C:7]([O:8][CH2:9][CH2:10][CH3:12])=[CH:6][CH:5]=[CH:4][N:3]=1.